From a dataset of Peptide-MHC class I binding affinity with 185,985 pairs from IEDB/IMGT. Regression. Given a peptide amino acid sequence and an MHC pseudo amino acid sequence, predict their binding affinity value. This is MHC class I binding data. (1) The peptide sequence is NASKTINALV. The MHC is HLA-A02:06 with pseudo-sequence HLA-A02:06. The binding affinity (normalized) is 0.253. (2) The peptide sequence is CTINVNSLAL. The MHC is HLA-A02:03 with pseudo-sequence HLA-A02:03. The binding affinity (normalized) is 0.358.